Predict the reactants needed to synthesize the given product. From a dataset of Full USPTO retrosynthesis dataset with 1.9M reactions from patents (1976-2016). (1) Given the product [F:33][C:34]1[CH:42]=[CH:41][C:37]([C:38]([NH:1][C:2]2[CH:3]=[CH:4][C:5]([CH:8]3[C:17]([CH3:18])([CH3:19])[CH2:16][C:15]4[C:10](=[CH:11][CH:12]=[C:13]([C:20]([O:22][CH3:23])=[O:21])[CH:14]=4)[NH:9]3)=[CH:6][CH:7]=2)=[O:39])=[CH:36][CH:35]=1, predict the reactants needed to synthesize it. The reactants are: [NH2:1][C:2]1[CH:7]=[CH:6][C:5]([CH:8]2[C:17]([CH3:19])([CH3:18])[CH2:16][C:15]3[C:10](=[CH:11][CH:12]=[C:13]([C:20]([O:22][CH3:23])=[O:21])[CH:14]=3)[NH:9]2)=[CH:4][CH:3]=1.C(N(CC)C(C)C)(C)C.[F:33][C:34]1[CH:42]=[CH:41][C:37]([C:38](Cl)=[O:39])=[CH:36][CH:35]=1. (2) Given the product [CH:12]1([CH2:15][CH2:16][NH:17][C:18]([C:20]2[N:21]=[N:22][C:23]([N:26]3[CH2:31][CH2:30][N:29]([C:4](=[O:6])[C:3]4[CH:7]=[C:8]([Cl:11])[CH:9]=[CH:10][C:2]=4[Cl:1])[CH2:28][CH2:27]3)=[CH:24][CH:25]=2)=[O:19])[CH2:14][CH2:13]1, predict the reactants needed to synthesize it. The reactants are: [Cl:1][C:2]1[CH:10]=[CH:9][C:8]([Cl:11])=[CH:7][C:3]=1[C:4]([OH:6])=O.[CH:12]1([CH2:15][CH2:16][NH:17][C:18]([C:20]2[N:21]=[N:22][C:23]([N:26]3[CH2:31][CH2:30][NH:29][CH2:28][CH2:27]3)=[CH:24][CH:25]=2)=[O:19])[CH2:14][CH2:13]1. (3) The reactants are: [CH3:1][C:2]1([CH3:20])[CH2:6][N:5]([C:7]2[CH:12]=[CH:11][C:10]([C:13]#[C:14][Si](C)(C)C)=[CH:9][N:8]=2)[C:4](=[O:19])[CH2:3]1.[F:21][C:22]1[CH:23]=[N:24][CH:25]=[C:26](I)[CH:27]=1.CCN(CC)CC.CCCC[N+](CCCC)(CCCC)CCCC.[F-].C1COCC1. Given the product [F:21][C:22]1[CH:27]=[C:26]([C:14]#[C:13][C:10]2[CH:11]=[CH:12][C:7]([N:5]3[CH2:6][C:2]([CH3:20])([CH3:1])[CH2:3][C:4]3=[O:19])=[N:8][CH:9]=2)[CH:25]=[N:24][CH:23]=1, predict the reactants needed to synthesize it. (4) Given the product [NH2:27][CH2:26][C:22]1[CH:21]=[C:20]([C:18]2[O:19][C:15]([C:9]3[C:8]([NH2:7])=[N:13][CH:12]=[C:11]([C:44]4[CH:43]=[CH:42][C:41]([S:38]([CH:35]([CH3:37])[CH3:36])(=[O:40])=[O:39])=[CH:46][CH:45]=4)[N:10]=3)=[N:16][N:17]=2)[CH:25]=[CH:24][CH:23]=1, predict the reactants needed to synthesize it. The reactants are: C(=O)([O-])[O-].[Na+].[Na+].[NH2:7][C:8]1[C:9]([C:15]2[O:19][C:18]([C:20]3[CH:21]=[C:22]([CH2:26][NH:27]C(=O)OC(C)(C)C)[CH:23]=[CH:24][CH:25]=3)=[N:17][N:16]=2)=[N:10][C:11](Br)=[CH:12][N:13]=1.[CH:35]([S:38]([C:41]1[CH:46]=[CH:45][C:44](B(O)O)=[CH:43][CH:42]=1)(=[O:40])=[O:39])([CH3:37])[CH3:36].C1(P(C2C=CC=CC=2)C2C=CC=CC=2)C=CC=CC=1.C(O)(C(F)(F)F)=O. (5) Given the product [Cl:69][C:70]1[CH:71]=[C:72]([NH:73][C:19]([C:2]2[CH:3]=[CH:4][C:5]([F:18])=[C:6]([S:8][CH:9]3[CH2:13][CH2:12][CH:11]([C:14]([O:16][CH3:17])=[O:15])[CH2:10]3)[CH:7]=2)=[O:22])[CH:74]=[CH:75][C:76]=1[F:77], predict the reactants needed to synthesize it. The reactants are: Br[C:2]1[CH:3]=[CH:4][C:5]([F:18])=[C:6]([S:8][CH:9]2[CH2:13][CH2:12][CH:11]([C:14]([O:16][CH3:17])=[O:15])[CH2:10]2)[CH:7]=1.[C:19](=[O:22])([O-])[O-].[Na+].[Na+].CC1(C)C2C(=C(P(C3C=CC=CC=3)C3C=CC=CC=3)C=CC=2)OC2C(P(C3C=CC=CC=3)C3C=CC=CC=3)=CC=CC1=2.[C]=O.[Cl:69][C:70]1[CH:71]=[C:72]([CH:74]=[CH:75][C:76]=1[F:77])[NH2:73].